Dataset: Forward reaction prediction with 1.9M reactions from USPTO patents (1976-2016). Task: Predict the product of the given reaction. (1) Given the reactants [C:1]([C:3]1[CH:4]=[C:5]([C:16](=[O:24])[C:17]2[CH:22]=[CH:21][C:20](F)=[CH:19][CH:18]=2)[N:6]2[C:15]3[C:10](=[CH:11][CH:12]=[CH:13][CH:14]=3)[CH:9]=[CH:8][C:7]=12)#[N:2].[NH:25]1[CH2:30][CH2:29][NH:28][CH2:27][CH2:26]1, predict the reaction product. The product is: [C:1]([C:3]1[CH:4]=[C:5]([C:16](=[O:24])[C:17]2[CH:22]=[CH:21][C:20]([N:25]3[CH2:30][CH2:29][NH:28][CH2:27][CH2:26]3)=[CH:19][CH:18]=2)[N:6]2[C:15]3[C:10](=[CH:11][CH:12]=[CH:13][CH:14]=3)[CH:9]=[CH:8][C:7]=12)#[N:2]. (2) Given the reactants [F:1][C:2]([F:9])([F:8])[C:3]1([OH:7])[CH2:6][O:5][CH2:4]1.[C:10](=O)([O:23]C1C(F)=C(F)C(F)=C(F)C=1F)[O:11][C:12]1[C:17]([F:18])=[C:16]([F:19])[C:15]([F:20])=[C:14]([F:21])[C:13]=1[F:22].CC#N.C(N(CC)CC)C, predict the reaction product. The product is: [C:10](=[O:23])([O:7][C:3]1([C:2]([F:9])([F:8])[F:1])[CH2:6][O:5][CH2:4]1)[O:11][C:12]1[C:13]([F:22])=[C:14]([F:21])[C:15]([F:20])=[C:16]([F:19])[C:17]=1[F:18]. (3) Given the reactants [C:1]([O:5][C:6]([NH:8][C@@H:9]([C:11]([OH:13])=O)[CH3:10])=[O:7])([CH3:4])([CH3:3])[CH3:2].[C:14](=[N:17]O)([NH2:16])[CH3:15].C(Cl)CCl.C(OCC)(=O)C, predict the reaction product. The product is: [C:1]([O:5][C:6](=[O:7])[NH:8][C@@H:9]([C:11]1[O:13][N:17]=[C:14]([CH3:15])[N:16]=1)[CH3:10])([CH3:2])([CH3:3])[CH3:4]. (4) Given the reactants [C:1]([C:8]1([C:15]([O:17]C(C)(C)C)=[O:16])[NH:12]C(=O)N[C:9]1=O)(OC(C)(C)C)=O.[OH-].[Na+].O1[CH2:29][CH2:28][O:27][CH2:26]C1.[C:30](Cl)([O:32][CH2:33][CH:34]1[C:46]2[C:41](=[CH:42][CH:43]=[CH:44][CH:45]=2)[C:40]2[C:35]1=[CH:36][CH:37]=[CH:38][CH:39]=2)=[O:31], predict the reaction product. The product is: [C:30]([CH:9]1[CH2:41][CH:46]([C:34]2[CH:35]=[CH:36][CH:29]=[C:28]([O:27][CH3:26])[CH:33]=2)[CH2:45][CH2:1][C:8]1([NH2:12])[C:15]([OH:17])=[O:16])([O:32][CH2:33][CH:34]1[C:46]2[C:41](=[CH:42][CH:43]=[CH:44][CH:45]=2)[C:40]2[C:35]1=[CH:36][CH:37]=[CH:38][CH:39]=2)=[O:31]. (5) Given the reactants [Br:1][C:2]1[CH:3]=[C:4]([C:14]2[O:23][C:22](=[O:24])[C:21]3[C:16](=[C:17]([CH3:28])[CH:18]=[C:19]4[CH:27]=[N:26][NH:25][C:20]4=3)[N:15]=2)[N:5]([C:7]2[C:12]([Cl:13])=[CH:11][CH:10]=[CH:9][N:8]=2)[N:6]=1.[CH:29]([NH2:32])([CH3:31])[CH3:30], predict the reaction product. The product is: [CH:29]([NH:32][C:22]([C:21]1[C:16]([NH:15][C:14]([C:4]2[N:5]([C:7]3[C:12]([Cl:13])=[CH:11][CH:10]=[CH:9][N:8]=3)[N:6]=[C:2]([Br:1])[CH:3]=2)=[O:23])=[C:17]([CH3:28])[CH:18]=[C:19]2[C:20]=1[NH:25][N:26]=[CH:27]2)=[O:24])([CH3:31])[CH3:30]. (6) Given the reactants Cl[CH2:2][C:3]1[C:4]([S:14]([CH3:17])(=[O:16])=[O:15])=[N:5][C:6]2[C:11]([CH:12]=1)=[CH:10][C:9]([CH3:13])=[CH:8][CH:7]=2.C[Sn](C)(C)[C:20]1[CH:21]=[C:22]([CH:27]=[CH:28][N:29]=1)[C:23]([O:25][CH3:26])=[O:24], predict the reaction product. The product is: [CH3:13][C:9]1[CH:10]=[C:11]2[C:6](=[CH:7][CH:8]=1)[N:5]=[C:4]([S:14]([CH3:17])(=[O:16])=[O:15])[C:3]([CH2:2][C:20]1[CH:21]=[C:22]([CH:27]=[CH:28][N:29]=1)[C:23]([O:25][CH3:26])=[O:24])=[CH:12]2. (7) The product is: [CH:36]1([N:5]([C:6]2[C:7]3[CH2:28][NH:27][CH2:26][CH2:25][C:8]=3[N:9]=[C:10]([NH:12][C:13]3[CH:18]=[CH:17][C:16]([N:19]4[CH:23]=[CH:22][N:21]=[C:20]4[CH3:24])=[CH:15][CH:14]=3)[N:11]=2)[CH2:4][CH2:3][C:1]#[N:2])[CH2:37][CH2:38]1. Given the reactants [C:1]([CH2:3][CH2:4][N:5]([CH:36]1[CH2:38][CH2:37]1)[C:6]1[C:7]2[CH2:28][N:27](C(OC(C)(C)C)=O)[CH2:26][CH2:25][C:8]=2[N:9]=[C:10]([NH:12][C:13]2[CH:18]=[CH:17][C:16]([N:19]3[CH:23]=[CH:22][N:21]=[C:20]3[CH3:24])=[CH:15][CH:14]=2)[N:11]=1)#[N:2].Cl, predict the reaction product. (8) Given the reactants COC1C=[C:5]([CH:29]=[CH:30]C=1)[CH2:6][N:7]([CH2:18][C:19]1C=CC(C(OC)=O)=CC=1)S(C1C=CC(Cl)=CC=1)(=O)=O.[Cl:32][C:33]1[CH:38]=[CH:37][C:36]([S:39]([NH:42][CH2:43][C:44]2[CH:53]=[CH:52][C:47]([C:48]([O:50][CH3:51])=[O:49])=[C:46]([F:54])[CH:45]=2)(=[O:41])=[O:40])=[CH:35][CH:34]=1.N1C=CC=CC=1CN, predict the reaction product. The product is: [Cl:32][C:33]1[CH:34]=[CH:35][C:36]([S:39]([N:42]([CH2:43][C:44]2[CH:53]=[CH:52][C:47]([C:48]([O:50][CH3:51])=[O:49])=[C:46]([F:54])[CH:45]=2)[CH2:19][C:18]2[CH:30]=[CH:29][CH:5]=[CH:6][N:7]=2)(=[O:41])=[O:40])=[CH:37][CH:38]=1. (9) Given the reactants [O:1]1[CH2:4][CH:3]([N:5]2[CH2:9][CH:8]=[C:7]([C:10]3[N:33](S(C4C=CC=CC=4)(=O)=O)[C:13]4=[N:14][CH:15]=[CH:16][C:17]([C:18]5[CH:19]=[CH:20][C:21]([O:26][CH:27]6[CH2:32][CH2:31][O:30][CH2:29][CH2:28]6)=[C:22]([CH:25]=5)[C:23]#[N:24])=[C:12]4[CH:11]=3)[CH2:6]2)[CH2:2]1.C(=O)([O-])[O-].[Cs+].[Cs+].O, predict the reaction product. The product is: [O:1]1[CH2:2][CH:3]([N:5]2[CH2:9][CH:8]=[C:7]([C:10]3[NH:33][C:13]4=[N:14][CH:15]=[CH:16][C:17]([C:18]5[CH:19]=[CH:20][C:21]([O:26][CH:27]6[CH2:32][CH2:31][O:30][CH2:29][CH2:28]6)=[C:22]([CH:25]=5)[C:23]#[N:24])=[C:12]4[CH:11]=3)[CH2:6]2)[CH2:4]1. (10) Given the reactants Cl[C:2]1[N:7]=[C:6]([C:8]2[CH:13]=[CH:12][CH:11]=[C:10]([CH3:14])[N:9]=2)[N:5]=[C:4]([C:15]2[CH:16]=[C:17]([C:21]3[CH:26]=[CH:25][C:24]([C:27]([N:29]4[CH2:34][CH2:33][N:32]([CH:35]([CH3:37])[CH3:36])[CH2:31][CH2:30]4)=[O:28])=[CH:23][CH:22]=3)[CH:18]=[N:19][CH:20]=2)[CH:3]=1.[CH3:38][OH:39], predict the reaction product. The product is: [CH:35]([N:32]1[CH2:33][CH2:34][N:29]([C:27]([C:24]2[CH:25]=[CH:26][C:21]([C:17]3[CH:18]=[N:19][CH:20]=[C:15]([C:4]4[CH:3]=[C:2]([O:39][CH3:38])[N:7]=[C:6]([C:8]5[CH:13]=[CH:12][CH:11]=[C:10]([CH3:14])[N:9]=5)[N:5]=4)[CH:16]=3)=[CH:22][CH:23]=2)=[O:28])[CH2:30][CH2:31]1)([CH3:37])[CH3:36].